This data is from Catalyst prediction with 721,799 reactions and 888 catalyst types from USPTO. The task is: Predict which catalyst facilitates the given reaction. (1) Reactant: [CH3:1][S:2][CH2:3][CH:4]1[CH2:7][NH:6][CH2:5]1.[Br:8][C:9]1[C:10]([CH3:16])=[N:11][C:12](F)=[CH:13][CH:14]=1. Product: [Br:8][C:9]1[C:10]([CH3:16])=[N:11][C:12]([N:6]2[CH2:7][CH:4]([CH2:3][S:2][CH3:1])[CH2:5]2)=[CH:13][CH:14]=1. The catalyst class is: 514. (2) Reactant: [CH3:1][C:2]1[CH:7]=[CH:6][C:5]([S:8]([O:11][CH:12]2[C:16]([F:18])([F:17])[C:15]([C:19]3[C:20]([F:25])=[N:21][CH:22]=[CH:23][CH:24]=3)=[N:14][CH2:13]2)(=[O:10])=[O:9])=[CH:4][CH:3]=1.[BH4-].[Na+].CO. Product: [CH3:1][C:2]1[CH:3]=[CH:4][C:5]([S:8]([O:11][CH:12]2[C:16]([F:18])([F:17])[CH:15]([C:19]3[C:20]([F:25])=[N:21][CH:22]=[CH:23][CH:24]=3)[NH:14][CH2:13]2)(=[O:9])=[O:10])=[CH:6][CH:7]=1. The catalyst class is: 7. (3) Reactant: [Cl:1][C:2]1[CH:7]=[CH:6][CH:5]=[CH:4][C:3]=1[C:8]1[C:21](=[O:22])[N:20]([CH:23]2[CH2:25][CH2:24]2)[C:11]2[N:12]=[C:13](S(C)(=O)=O)[N:14]=[CH:15][C:10]=2[CH:9]=1.[CH3:26][N:27]1[CH2:32][CH:31]2[CH:29]([CH:30]2[NH2:33])[CH2:28]1. Product: [Cl:1][C:2]1[CH:7]=[CH:6][CH:5]=[CH:4][C:3]=1[C:8]1[C:21](=[O:22])[N:20]([CH:23]2[CH2:25][CH2:24]2)[C:11]2[N:12]=[C:13]([NH:33][CH:30]3[CH:31]4[CH:29]3[CH2:28][N:27]([CH3:26])[CH2:32]4)[N:14]=[CH:15][C:10]=2[CH:9]=1. The catalyst class is: 17.